From a dataset of Forward reaction prediction with 1.9M reactions from USPTO patents (1976-2016). Predict the product of the given reaction. (1) Given the reactants FC1C2C(C(=O)NC)=C(C3C=CC(F)=CC=3)OC=2C=CC=1C1C=C(C=CC=1C)C(O)=O.[CH3:32][C:33]1[N:34]=[CH:35][C:36]([C:39]2([NH2:42])CC2)=[N:37][CH:38]=1, predict the reaction product. The product is: [CH3:32][C:33]1[N:34]=[CH:35][C:36]([C:39]#[N:42])=[N:37][CH:38]=1. (2) The product is: [Cl:3][C:4]1[N:9]=[C:8]([CH2:10][C:11]([OH:13])=[O:12])[CH:7]=[N:6][CH:5]=1. Given the reactants [OH-].[Na+].[Cl:3][C:4]1[N:9]=[C:8]([CH:10](C(OCC)=O)[C:11]([O:13]CC)=[O:12])[CH:7]=[N:6][CH:5]=1.Cl, predict the reaction product. (3) Given the reactants [NH:1]1[C:5]2=[CH:6][N:7]=[CH:8][CH:9]=[C:4]2[C:3]2([CH2:11][CH2:10]2)[C:2]1=[O:12].CC([O-])(C)C.[Na+].[Cl:19][C:20]1[CH:42]=[CH:41][C:23]2[N:24]([C:29]3[CH:34]=[CH:33][C:32]([CH2:35][C:36]([O:38][CH2:39][CH3:40])=[O:37])=[CH:31][CH:30]=3)[C:25]([CH2:27]Cl)=[N:26][C:22]=2[CH:21]=1.Cl, predict the reaction product. The product is: [CH2:39]([O:38][C:36](=[O:37])[CH2:35][C:32]1[CH:33]=[CH:34][C:29]([N:24]2[C:23]3[CH:41]=[CH:42][C:20]([Cl:19])=[CH:21][C:22]=3[N:26]=[C:25]2[CH2:27][N:1]2[C:5]3=[CH:6][N:7]=[CH:8][CH:9]=[C:4]3[C:3]3([CH2:10][CH2:11]3)[C:2]2=[O:12])=[CH:30][CH:31]=1)[CH3:40]. (4) Given the reactants [CH3:1][O:2][C:3]([C:5]1[N:6]=[C:7]([O:14][C:15](=[O:17])[CH3:16])[N:8]([C:11](=[O:13])[CH3:12])[C:9]=1[CH3:10])=[O:4].[Br:18]N1C(=O)CCC1=O, predict the reaction product. The product is: [CH3:1][O:2][C:3]([C:5]1[N:6]=[C:7]([O:14][C:15](=[O:17])[CH3:16])[N:8]([C:11](=[O:13])[CH3:12])[C:9]=1[CH2:10][Br:18])=[O:4]. (5) The product is: [NH2:1][C:4]1[CH:9]=[CH:8][C:7]([CH:10]([CH2:15][C:16]([O:18][CH3:19])=[O:17])[C:11]([O:13][CH3:14])=[O:12])=[CH:6][CH:5]=1. Given the reactants [N+:1]([C:4]1[CH:9]=[CH:8][C:7]([CH:10]([CH2:15][C:16]([O:18][CH3:19])=[O:17])[C:11]([O:13][CH3:14])=[O:12])=[CH:6][CH:5]=1)([O-])=O, predict the reaction product.